This data is from Retrosynthesis with 50K atom-mapped reactions and 10 reaction types from USPTO. The task is: Predict the reactants needed to synthesize the given product. (1) Given the product COc1ccc(C(=O)Oc2ccc(C(O)CNC(C)(C)C)cc2OC(=O)c2ccc(OC)cc2)cc1, predict the reactants needed to synthesize it. The reactants are: COc1ccc(C(=O)Oc2ccc(C(=O)CNC(C)(C)C)cc2OC(=O)c2ccc(OC)cc2)cc1. (2) Given the product CCOC(=O)c1cc(C#N)cs1, predict the reactants needed to synthesize it. The reactants are: CCOC(=O)c1cc(Br)cs1.N#C[Cu]. (3) Given the product Cc1nc(OC2CN(C(C)(C)C)C2)n2nc(-c3ccccc3Cl)c(-c3ccc(Cl)cc3)c2n1, predict the reactants needed to synthesize it. The reactants are: CC(C)(C)N1CC(O)C1.Cc1nc(Cl)n2nc(-c3ccccc3Cl)c(-c3ccc(Cl)cc3)c2n1.